Predict the product of the given reaction. From a dataset of Forward reaction prediction with 1.9M reactions from USPTO patents (1976-2016). Given the reactants [Br:1][C:2]1[CH:7]=[CH:6][C:5]([C:8]([N:10]2[CH2:14][CH2:13][C@@H:12](OS(C)(=O)=O)[CH2:11]2)=[O:9])=[CH:4][CH:3]=1.[CH2:20]([NH:22][CH2:23][CH3:24])[CH3:21], predict the reaction product. The product is: [Br:1][C:2]1[CH:7]=[CH:6][C:5]([C:8]([N:10]2[CH2:14][CH2:13][C@H:12]([N:22]([CH2:23][CH3:24])[CH2:20][CH3:21])[CH2:11]2)=[O:9])=[CH:4][CH:3]=1.